Regression. Given a peptide amino acid sequence and an MHC pseudo amino acid sequence, predict their binding affinity value. This is MHC class II binding data. From a dataset of Peptide-MHC class II binding affinity with 134,281 pairs from IEDB. The peptide sequence is KTVSEGAVDIINKWQ. The MHC is DRB1_0802 with pseudo-sequence DRB1_0802. The binding affinity (normalized) is 0.282.